This data is from Forward reaction prediction with 1.9M reactions from USPTO patents (1976-2016). The task is: Predict the product of the given reaction. (1) Given the reactants [Cl:1][C:2]1[CH:18]=[CH:17][C:5]2[CH2:6][CH2:7][N:8]([C:11](=[O:16])[C:12]([F:15])([F:14])[F:13])[CH2:9][CH2:10][C:4]=2[C:3]=1OS(C(F)(F)F)(=O)=O.[CH3:27][C:28]([CH3:42])([CH3:41])[C:29]([NH:31][CH2:32][C:33]1[CH:40]=[CH:39][C:36]([CH2:37][NH2:38])=[CH:35][CH:34]=1)=[O:30], predict the reaction product. The product is: [Cl:1][C:2]1[CH:18]=[CH:17][C:5]2[CH2:6][CH2:7][N:8]([C:11](=[O:16])[C:12]([F:15])([F:14])[F:13])[CH2:9][CH2:10][C:4]=2[C:3]=1[NH:38][CH2:37][C:36]1[CH:39]=[CH:40][C:33]([CH2:32][NH:31][C:29](=[O:30])[C:28]([CH3:41])([CH3:27])[CH3:42])=[CH:34][CH:35]=1. (2) Given the reactants [CH3:1][C:2]1([CH3:14])[C:6]([CH3:8])([CH3:7])[O:5][B:4]([C:9]2[CH:10]=[N:11][NH:12][CH:13]=2)[O:3]1.C(=O)([O-])[O-].[Cs+].[Cs+].Br[CH:22]([CH3:25])[C:23]#[N:24], predict the reaction product. The product is: [CH3:1][C:2]1([CH3:14])[C:6]([CH3:7])([CH3:8])[O:5][B:4]([C:9]2[CH:13]=[N:12][N:11]([CH:22]([CH3:25])[C:23]#[N:24])[CH:10]=2)[O:3]1.